This data is from Reaction yield outcomes from USPTO patents with 853,638 reactions. The task is: Predict the reaction yield, written as a fraction of the theoretical maximum amount of product (1.0 means a 100% yield; for example, 0.34 means a 34% yield). (1) The reactants are Br[C:2]1[CH:7]=[CH:6][N:5]=[C:4]([C:8]([F:11])([F:10])[F:9])[CH:3]=1.[Br:12][C:13]1[CH:14]=[C:15]([C:20]([C:28]2[CH:33]=[CH:32][CH:31]=[C:30]([F:34])[C:29]=2[C:35]#[N:36])=[N:21]S(C(C)(C)C)=O)[CH:16]=[CH:17][C:18]=1[F:19]. The product is [Br:12][C:13]1[CH:14]=[C:15]([C:20]2([C:2]3[CH:7]=[CH:6][N:5]=[C:4]([C:8]([F:11])([F:10])[F:9])[CH:3]=3)[C:28]3[C:29](=[C:30]([F:34])[CH:31]=[CH:32][CH:33]=3)[C:35]([NH2:36])=[N:21]2)[CH:16]=[CH:17][C:18]=1[F:19]. No catalyst specified. The yield is 0.350. (2) The reactants are [N:1]1[NH:2]N=N[C:5]=1[C:6]1[N:11]=[C:10]([C:12]2[CH:17]=[CH:16][CH:15]=[C:14]([C:18]3[CH:23]=[CH:22][CH:21]=[CH:20][N:19]=3)[N:13]=2)[CH:9]=[CH:8][CH:7]=1.[C:24](Cl)(=[O:34])[C:25]1[CH:33]=[CH:32][CH:31]=[C:27]([C:28](Cl)=[O:29])[CH:26]=1.O. The catalyst is N1C=CC=CC=1. The product is [N:11]1[C:6]([C:5]2[O:34][C:24]([C:25]3[CH:33]=[CH:32][CH:31]=[C:27]([C:28]4[O:29][C:5]([C:6]5[N:11]=[C:10]([C:12]6[CH:17]=[CH:16][CH:15]=[C:14]([C:18]7[CH:23]=[CH:22][CH:21]=[CH:20][N:19]=7)[N:13]=6)[CH:9]=[CH:8][CH:7]=5)=[N:1][N:2]=4)[CH:26]=3)=[N:2][N:1]=2)=[CH:7][CH:8]=[CH:9][C:10]=1[C:12]1[CH:17]=[CH:16][CH:15]=[C:14]([C:18]2[CH:23]=[CH:22][CH:21]=[CH:20][N:19]=2)[N:13]=1. The yield is 0.670. (3) The reactants are [F:1][C:2]([F:7])([F:6])[C:3]([OH:5])=[O:4].[CH3:8][O:9][C:10]1[CH:11]=[C:12]2[C:16](=[CH:17][CH:18]=1)[NH:15][C:14](=[O:19])[C@:13]12[CH2:21][C@H:20]1[C:22]1[CH:30]=[C:29]2[C:25]([C:26]([C:31]3[CH:36]=[CH:35][C:34]([N:37]4[CH2:42][CH2:41][NH:40][CH2:39][CH2:38]4)=[CH:33][CH:32]=3)=[N:27][NH:28]2)=[CH:24][CH:23]=1.[CH:43](=O)[CH3:44]. No catalyst specified. The product is [F:1][C:2]([F:7])([F:6])[C:3]([OH:5])=[O:4].[CH2:43]([N:40]1[CH2:41][CH2:42][N:37]([C:34]2[CH:33]=[CH:32][C:31]([C:26]3[C:25]4[C:29](=[CH:30][C:22]([C@H:20]5[C@@:13]6([C:12]7[C:16](=[CH:17][CH:18]=[C:10]([O:9][CH3:8])[CH:11]=7)[NH:15][C:14]6=[O:19])[CH2:21]5)=[CH:23][CH:24]=4)[NH:28][N:27]=3)=[CH:36][CH:35]=2)[CH2:38][CH2:39]1)[CH3:44]. The yield is 0.0700. (4) The reactants are [CH2:1]([O:8][C:9]1[CH:10]=[C:11]([CH:22]=[CH:23][C:24]=1[O:25][CH3:26])[C:12]([O:14][CH2:15][C:16]1[CH:21]=[CH:20][CH:19]=[CH:18][CH:17]=1)=[O:13])[C:2]1[CH:7]=[CH:6][CH:5]=[CH:4][CH:3]=1.[N+:27]([O-])([OH:29])=[O:28].[OH-].[Na+].C([O-])(O)=O.[Na+]. The catalyst is CC(OC(C)=O)=O. The product is [CH2:1]([O:8][C:9]1[C:24]([O:25][CH3:26])=[CH:23][C:22]([N+:27]([O-:29])=[O:28])=[C:11]([CH:10]=1)[C:12]([O:14][CH2:15][C:16]1[CH:17]=[CH:18][CH:19]=[CH:20][CH:21]=1)=[O:13])[C:2]1[CH:7]=[CH:6][CH:5]=[CH:4][CH:3]=1. The yield is 0.930. (5) The reactants are [H-].[Na+].[CH3:3][N:4]([CH3:12])[C@H:5]1[CH2:10][CH2:9][C@H:8]([OH:11])[CH2:7][CH2:6]1.[Si:13]([O:20][CH2:21][CH2:22][C@@H:23]1[CH2:35][C:34]2[C:33]3[C:32](Cl)=[N:31][CH:30]=[N:29][C:28]=3[S:27][C:26]=2[CH2:25][CH2:24]1)([C:16]([CH3:19])([CH3:18])[CH3:17])([CH3:15])[CH3:14]. The catalyst is O1CCCC1. The product is [Si:13]([O:20][CH2:21][CH2:22][C@@H:23]1[CH2:35][C:34]2[C:33]3[C:32]([O:11][CH:8]4[CH2:9][CH2:10][CH:5]([N:4]([CH3:12])[CH3:3])[CH2:6][CH2:7]4)=[N:31][CH:30]=[N:29][C:28]=3[S:27][C:26]=2[CH2:25][CH2:24]1)([C:16]([CH3:19])([CH3:17])[CH3:18])([CH3:14])[CH3:15]. The yield is 0.430.